Regression. Given two drug SMILES strings and cell line genomic features, predict the synergy score measuring deviation from expected non-interaction effect. From a dataset of NCI-60 drug combinations with 297,098 pairs across 59 cell lines. (1) Drug 1: C1=NC(=NC(=O)N1C2C(C(C(O2)CO)O)O)N. Drug 2: C1CCC(C(C1)N)N.C(=O)(C(=O)[O-])[O-].[Pt+4]. Cell line: SF-295. Synergy scores: CSS=32.5, Synergy_ZIP=-12.4, Synergy_Bliss=-5.69, Synergy_Loewe=-3.32, Synergy_HSA=-1.28. (2) Drug 1: CN(C)N=NC1=C(NC=N1)C(=O)N. Drug 2: C(CCl)NC(=O)N(CCCl)N=O. Cell line: HCT116. Synergy scores: CSS=9.90, Synergy_ZIP=-3.07, Synergy_Bliss=0.716, Synergy_Loewe=0.713, Synergy_HSA=0.867.